This data is from Reaction yield outcomes from USPTO patents with 853,638 reactions. The task is: Predict the reaction yield, written as a fraction of the theoretical maximum amount of product (1.0 means a 100% yield; for example, 0.34 means a 34% yield). (1) The reactants are C[O:2][C:3]1[CH:8]=[CH:7][C:6]([C:9]2([C:12]([O:14][CH3:15])=[O:13])[CH2:11][CH2:10]2)=[CH:5][CH:4]=1.CCS.[Al+3].[Cl-].[Cl-].[Cl-]. The product is [CH3:15][O:14][C:12]([C:9]1([C:6]2[CH:5]=[CH:4][C:3]([OH:2])=[CH:8][CH:7]=2)[CH2:10][CH2:11]1)=[O:13]. The yield is 0.950. The catalyst is ClCCl. (2) The catalyst is C(O)(C(F)(F)F)=O.CCOC(C)=O. The yield is 0.700. The product is [I:16][C:4]1[CH:5]=[C:6]([N+:13]([O-:15])=[O:14])[C:7]2[C:12](=[CH:11][CH:10]=[CH:9][CH:8]=2)[C:3]=1[O:2][CH3:1]. The reactants are [CH3:1][O:2][C:3]1[C:12]2[C:7](=[CH:8][CH:9]=[CH:10][CH:11]=2)[C:6]([N+:13]([O-:15])=[O:14])=[CH:5][CH:4]=1.[I:16]N1C(=O)CCC1=O. (3) The reactants are [F:1][C:2]([F:25])([F:24])[CH:3]([C:5]1[C:13]2[O:12][C:11]([C:14]3[CH:19]=[CH:18][C:17]([O:20][CH3:21])=[CH:16][CH:15]=3)=[CH:10][C:9]=2[CH:8]=[C:7]([O:22][CH3:23])[CH:6]=1)O.[H-].[Na+].CC1C=CC(S(Cl)(=O)=O)=CC=1.[H-].[H-].[H-].[H-].[Li+].[Al+3]. The catalyst is C(OCC)C.C1COCC1.O. The product is [CH3:23][O:22][C:7]1[CH:6]=[C:5]([CH2:3][C:2]([F:25])([F:24])[F:1])[C:13]2[O:12][C:11]([C:14]3[CH:15]=[CH:16][C:17]([O:20][CH3:21])=[CH:18][CH:19]=3)=[CH:10][C:9]=2[CH:8]=1. The yield is 0.0800. (4) The reactants are [F:1][CH:2](S(C1C=CC=CC=1)(=O)=O)[C:3]1([N:14]2[CH:18]=[C:17]([C:19]3[C:20]4[CH:27]=[CH:26][N:25]([CH2:28][O:29][CH2:30][CH2:31][Si:32]([CH3:35])([CH3:34])[CH3:33])[C:21]=4[N:22]=[CH:23][N:24]=3)[CH:16]=[N:15]2)[CH2:6][N:5]([C:7]([O:9][C:10]([CH3:13])([CH3:12])[CH3:11])=[O:8])[CH2:4]1.P([O-])([O-])(O)=O.[Na+].[Na+].CO. The catalyst is CCOC(C)=O.[Na].[Hg]. The product is [F:1][CH2:2][C:3]1([N:14]2[CH:18]=[C:17]([C:19]3[C:20]4[CH:27]=[CH:26][N:25]([CH2:28][O:29][CH2:30][CH2:31][Si:32]([CH3:35])([CH3:33])[CH3:34])[C:21]=4[N:22]=[CH:23][N:24]=3)[CH:16]=[N:15]2)[CH2:4][N:5]([C:7]([O:9][C:10]([CH3:11])([CH3:13])[CH3:12])=[O:8])[CH2:6]1. The yield is 0.492. (5) The reactants are [Br:1][C:2]1[C:9]([O:10][CH3:11])=[CH:8][C:5]([CH:6]=[O:7])=[CH:4][C:3]=1[O:12][CH3:13].[CH2:14]([Mg]Br)[CH3:15]. The catalyst is C1COCC1. The product is [Br:1][C:2]1[C:9]([O:10][CH3:11])=[CH:8][C:5]([CH:6]([OH:7])[CH2:14][CH3:15])=[CH:4][C:3]=1[O:12][CH3:13]. The yield is 0.970. (6) The reactants are [C:1]([O:5][C:6]([N:8]1[CH2:13][CH2:12][CH:11]([O:14][C:15]2[C:20]([F:21])=[CH:19][C:18]([N+:22]([O-])=O)=[CH:17][C:16]=2[F:25])[CH2:10][CH2:9]1)=[O:7])([CH3:4])([CH3:3])[CH3:2]. The catalyst is C(O)C.[Pd]. The product is [C:1]([O:5][C:6]([N:8]1[CH2:9][CH2:10][CH:11]([O:14][C:15]2[C:16]([F:25])=[CH:17][C:18]([NH2:22])=[CH:19][C:20]=2[F:21])[CH2:12][CH2:13]1)=[O:7])([CH3:4])([CH3:2])[CH3:3]. The yield is 0.870. (7) The reactants are [Cl-].O[NH3+:3].[C:4](=[O:7])([O-])[OH:5].[Na+].CS(C)=O.[CH2:13]([N:20]1[CH2:25][CH2:24][O:23][CH:22]([CH2:26][N:27]2[C:32](=[O:33])[C:31]([CH2:34][C:35]3[CH:40]=[CH:39][C:38]([C:41]4[C:42]([C:47]#[N:48])=[CH:43][CH:44]=[CH:45][CH:46]=4)=[CH:37][CH:36]=3)=[C:30]([CH2:49][CH2:50][CH2:51][CH3:52])[N:29]=[C:28]2[CH3:53])[CH2:21]1)[C:14]1[CH:19]=[CH:18][CH:17]=[CH:16][CH:15]=1. The catalyst is C(OCC)(=O)C. The product is [CH2:13]([N:20]1[CH2:25][CH2:24][O:23][CH:22]([CH2:26][N:27]2[C:32](=[O:33])[C:31]([CH2:34][C:35]3[CH:36]=[CH:37][C:38]([C:41]4[CH:46]=[CH:45][CH:44]=[CH:43][C:42]=4[C:47]4[NH:3][C:4](=[O:7])[O:5][N:48]=4)=[CH:39][CH:40]=3)=[C:30]([CH2:49][CH2:50][CH2:51][CH3:52])[N:29]=[C:28]2[CH3:53])[CH2:21]1)[C:14]1[CH:19]=[CH:18][CH:17]=[CH:16][CH:15]=1. The yield is 0.150. (8) The reactants are [CH2:1]([O:8][C:9]1[CH:14]=[CH:13][N:12]([C:15]2[CH:16]=[CH:17][C:18]3[C:19]4[CH2:28][NH:27][CH2:26][CH2:25][C:20]=4[N:21]([CH3:24])[C:22]=3[CH:23]=2)[C:11](=[O:29])[CH:10]=1)[C:2]1[CH:7]=[CH:6][CH:5]=[CH:4][CH:3]=1.C(N(CC)CC)C.[C:37](Cl)(=[O:39])[CH3:38]. The catalyst is C(Cl)Cl. The product is [C:37]([N:27]1[CH2:26][CH2:25][C:20]2[N:21]([CH3:24])[C:22]3[CH:23]=[C:15]([N:12]4[CH:13]=[CH:14][C:9]([O:8][CH2:1][C:2]5[CH:3]=[CH:4][CH:5]=[CH:6][CH:7]=5)=[CH:10][C:11]4=[O:29])[CH:16]=[CH:17][C:18]=3[C:19]=2[CH2:28]1)(=[O:39])[CH3:38]. The yield is 0.360. (9) The reactants are [F:1][C:2]1[CH:7]=[CH:6][CH:5]=[C:4]([F:8])[C:3]=1I.[CH2:10]([O:12][P:13]([O:17]CC)[O:14][CH2:15][CH3:16])[CH3:11]. No catalyst specified. The product is [F:1][C:2]1[CH:7]=[CH:6][CH:5]=[C:4]([F:8])[C:3]=1[P:13](=[O:17])([O:14][CH2:15][CH3:16])[O:12][CH2:10][CH3:11]. The yield is 0.740.